Predict which catalyst facilitates the given reaction. From a dataset of Catalyst prediction with 721,799 reactions and 888 catalyst types from USPTO. (1) Reactant: [NH2:1][C:2]1[N:7]=[C:6]([NH:8][C@H:9]([C:11]2[N:12]([C:23]3[CH:28]=[CH:27][CH:26]=[CH:25][CH:24]=3)[C:13](=[O:22])[C:14]3[C:19]([CH:20]=2)=[CH:18][CH:17]=[CH:16][C:15]=3Cl)[CH3:10])[C:5]([C:29]#[N:30])=[CH:4][N:3]=1.[CH3:31][O:32][C:33]1[CH:34]=[C:35](B(O)O)[CH:36]=[N:37][CH:38]=1.C([O-])([O-])=O.[Na+].[Na+]. Product: [NH2:1][C:2]1[N:7]=[C:6]([NH:8][C@H:9]([C:11]2[N:12]([C:23]3[CH:28]=[CH:27][CH:26]=[CH:25][CH:24]=3)[C:13](=[O:22])[C:14]3[C:19]([CH:20]=2)=[CH:18][CH:17]=[CH:16][C:15]=3[C:35]2[CH:36]=[N:37][CH:38]=[C:33]([O:32][CH3:31])[CH:34]=2)[CH3:10])[C:5]([C:29]#[N:30])=[CH:4][N:3]=1. The catalyst class is: 75. (2) Reactant: [OH:1][CH2:2][C@H:3]1[CH2:14][CH2:13][C:12]2[S:11][C:10]3[N:9]=[CH:8][N:7]=[C:6]([O:15][CH:16]4[CH2:21][CH2:20][CH:19]([N:22]([CH3:30])[C:23](=[O:29])[O:24][C:25]([CH3:28])([CH3:27])[CH3:26])[CH2:18][CH2:17]4)[C:5]=3[C:4]1=2.[H-].[Na+].I[CH2:34][CH2:35][O:36][CH2:37][C:38]1[CH:43]=[CH:42][C:41]([O:44][CH3:45])=[CH:40][CH:39]=1. Product: [CH3:45][O:44][C:41]1[CH:42]=[CH:43][C:38]([CH2:37][O:36][CH2:35][CH2:34][O:1][CH2:2][C@H:3]2[CH2:14][CH2:13][C:12]3[S:11][C:10]4[N:9]=[CH:8][N:7]=[C:6]([O:15][CH:16]5[CH2:17][CH2:18][CH:19]([N:22]([CH3:30])[C:23](=[O:29])[O:24][C:25]([CH3:26])([CH3:27])[CH3:28])[CH2:20][CH2:21]5)[C:5]=4[C:4]2=3)=[CH:39][CH:40]=1. The catalyst class is: 3. (3) Reactant: C(C1CCC(C2C=C(NC(=O)C(OC)C3C=CC(C(OCC)=O)=C(OC)C=3)C=CC=2)CC1)(C)(C)C.[C:36]([CH:40]1[CH2:45][CH2:44][CH:43]([C:46]2[CH:47]=[C:48]([NH:52][C:53](=[O:68])[CH2:54][C:55]3[CH:60]=[CH:59][C:58]([O:61][CH2:62][C:63](O)=[O:64])=[C:57]([O:66][CH3:67])[CH:56]=3)[CH:49]=[CH:50][CH:51]=2)[CH2:42][CH2:41]1)([CH3:39])([CH3:38])[CH3:37].[BH4-].[Na+].[Cl-].[NH4+]. Product: [C:36]([CH:40]1[CH2:45][CH2:44][CH:43]([C:46]2[CH:47]=[C:48]([NH:52][C:53](=[O:68])[CH2:54][C:55]3[CH:60]=[CH:59][C:58]([O:61][CH2:62][CH2:63][OH:64])=[C:57]([O:66][CH3:67])[CH:56]=3)[CH:49]=[CH:50][CH:51]=2)[CH2:42][CH2:41]1)([CH3:39])([CH3:37])[CH3:38]. The catalyst class is: 8. (4) Reactant: C[O:2][C:3](=[O:33])[CH2:4][O:5][C:6]1[CH:11]=[C:10]([Cl:12])[CH:9]=[CH:8][C:7]=1[O:13][CH2:14][C:15]([N:17]1[CH2:22][C@H:21]([CH3:23])[N:20]([CH2:24][C:25]2[CH:30]=[CH:29][C:28]([F:31])=[CH:27][CH:26]=2)[CH2:19][C@H:18]1[CH3:32])=[O:16].O.[OH-].[Li+].Cl. Product: [Cl:12][C:10]1[CH:9]=[CH:8][C:7]([O:13][CH2:14][C:15]([N:17]2[CH2:22][C@H:21]([CH3:23])[N:20]([CH2:24][C:25]3[CH:26]=[CH:27][C:28]([F:31])=[CH:29][CH:30]=3)[CH2:19][C@H:18]2[CH3:32])=[O:16])=[C:6]([CH:11]=1)[O:5][CH2:4][C:3]([OH:33])=[O:2]. The catalyst class is: 364. (5) Reactant: [CH3:1][O:2][C:3]1[CH:8]=[CH:7][C:6]([C:9]2[N:10]=[C:11]([C:22]3([OH:32])[CH2:31][CH2:30][C:25]4(OCC[O:26]4)[CH2:24][CH2:23]3)[O:12][C:13]=2[C:14]2[CH:19]=[CH:18][C:17]([O:20][CH3:21])=[CH:16][CH:15]=2)=[CH:5][CH:4]=1.[OH-].[Na+].C(=O)(O)[O-].[Na+]. Product: [CH3:1][O:2][C:3]1[CH:8]=[CH:7][C:6]([C:9]2[N:10]=[C:11]([C:22]3([OH:32])[CH2:31][CH2:30][C:25](=[O:26])[CH2:24][CH2:23]3)[O:12][C:13]=2[C:14]2[CH:15]=[CH:16][C:17]([O:20][CH3:21])=[CH:18][CH:19]=2)=[CH:5][CH:4]=1. The catalyst class is: 632.